This data is from NCI-60 drug combinations with 297,098 pairs across 59 cell lines. The task is: Regression. Given two drug SMILES strings and cell line genomic features, predict the synergy score measuring deviation from expected non-interaction effect. (1) Drug 2: CC(C)CN1C=NC2=C1C3=CC=CC=C3N=C2N. Synergy scores: CSS=38.6, Synergy_ZIP=0.923, Synergy_Bliss=-2.98, Synergy_Loewe=-11.1, Synergy_HSA=-2.88. Cell line: CCRF-CEM. Drug 1: C1=NC2=C(N1)C(=S)N=C(N2)N. (2) Drug 1: CC12CCC3C(C1CCC2=O)CC(=C)C4=CC(=O)C=CC34C. Drug 2: C1CN1P(=S)(N2CC2)N3CC3. Cell line: SF-295. Synergy scores: CSS=50.5, Synergy_ZIP=-5.80, Synergy_Bliss=-0.518, Synergy_Loewe=-12.1, Synergy_HSA=1.44. (3) Drug 1: CC12CCC(CC1=CCC3C2CCC4(C3CC=C4C5=CN=CC=C5)C)O. Drug 2: C1=CN(C=N1)CC(O)(P(=O)(O)O)P(=O)(O)O. Cell line: LOX IMVI. Synergy scores: CSS=31.9, Synergy_ZIP=0.0530, Synergy_Bliss=6.00, Synergy_Loewe=-4.26, Synergy_HSA=7.62. (4) Drug 1: CC1=C2C(C(=O)C3(C(CC4C(C3C(C(C2(C)C)(CC1OC(=O)C(C(C5=CC=CC=C5)NC(=O)C6=CC=CC=C6)O)O)OC(=O)C7=CC=CC=C7)(CO4)OC(=O)C)O)C)OC(=O)C. Drug 2: C(CN)CNCCSP(=O)(O)O. Cell line: UO-31. Synergy scores: CSS=8.65, Synergy_ZIP=-2.26, Synergy_Bliss=-5.72, Synergy_Loewe=-0.889, Synergy_HSA=-0.866. (5) Drug 1: CCC1(C2=C(COC1=O)C(=O)N3CC4=CC5=C(C=CC(=C5CN(C)C)O)N=C4C3=C2)O.Cl. Drug 2: COCCOC1=C(C=C2C(=C1)C(=NC=N2)NC3=CC=CC(=C3)C#C)OCCOC.Cl. Cell line: SK-MEL-28. Synergy scores: CSS=21.6, Synergy_ZIP=-4.90, Synergy_Bliss=-2.30, Synergy_Loewe=-28.5, Synergy_HSA=-1.41. (6) Drug 1: C1CCC(CC1)NC(=O)N(CCCl)N=O. Drug 2: CC1=C2C(C(=O)C3(C(CC4C(C3C(C(C2(C)C)(CC1OC(=O)C(C(C5=CC=CC=C5)NC(=O)OC(C)(C)C)O)O)OC(=O)C6=CC=CC=C6)(CO4)OC(=O)C)O)C)O. Cell line: CCRF-CEM. Synergy scores: CSS=69.9, Synergy_ZIP=0.667, Synergy_Bliss=1.08, Synergy_Loewe=-14.7, Synergy_HSA=2.54. (7) Drug 1: COC1=CC(=CC(=C1O)OC)C2C3C(COC3=O)C(C4=CC5=C(C=C24)OCO5)OC6C(C(C7C(O6)COC(O7)C8=CC=CS8)O)O. Drug 2: CCCS(=O)(=O)NC1=C(C(=C(C=C1)F)C(=O)C2=CNC3=C2C=C(C=N3)C4=CC=C(C=C4)Cl)F. Cell line: SF-295. Synergy scores: CSS=57.8, Synergy_ZIP=4.69, Synergy_Bliss=7.38, Synergy_Loewe=-24.1, Synergy_HSA=7.93. (8) Drug 1: CC1=CC2C(CCC3(C2CCC3(C(=O)C)OC(=O)C)C)C4(C1=CC(=O)CC4)C. Drug 2: C1=CC(=CC=C1CCCC(=O)O)N(CCCl)CCCl. Cell line: MALME-3M. Synergy scores: CSS=8.83, Synergy_ZIP=-3.95, Synergy_Bliss=1.45, Synergy_Loewe=-9.26, Synergy_HSA=-2.46.